From a dataset of Full USPTO retrosynthesis dataset with 1.9M reactions from patents (1976-2016). Predict the reactants needed to synthesize the given product. Given the product [OH:17][C:18]1[CH:19]=[C:20]([C:29]([NH:4][CH2:3][C:2]([F:6])([F:5])[F:1])=[O:30])[CH:21]=[C:22]2[C:27]=1[N:26]=[CH:25][NH:24][C:23]2=[O:28], predict the reactants needed to synthesize it. The reactants are: [F:1][C:2]([F:6])([F:5])[CH2:3][NH2:4].N1CCOCC1.C[Al](C)C.[OH:17][C:18]1[CH:19]=[C:20]([C:29](OC)=[O:30])[CH:21]=[C:22]2[C:27]=1[N:26]=[CH:25][NH:24][C:23]2=[O:28].